Dataset: hERG potassium channel inhibition data for cardiac toxicity prediction from Karim et al.. Task: Regression/Classification. Given a drug SMILES string, predict its toxicity properties. Task type varies by dataset: regression for continuous values (e.g., LD50, hERG inhibition percentage) or binary classification for toxic/non-toxic outcomes (e.g., AMES mutagenicity, cardiotoxicity, hepatotoxicity). Dataset: herg_karim. (1) The drug is Cc1ncoc1-c1nnc(SCCCN2CC3CC3(c3ccccc3C(F)(F)F)C2)n1C. The result is 1 (blocker). (2) The molecule is CC(C)Oc1ncc([C@]2(O)CC[C@H](N3CC(NC(=O)CNC(=O)c4cccc(C(F)(F)F)c4)C3)CC2)s1. The result is 0 (non-blocker). (3) The drug is CC(c1cccnc1)c1c(CCN(C)C)sc2ccccc12. The result is 1 (blocker). (4) The drug is O=C1COc2ccc(CNC34CCC(CCc5c(F)cnc6ccc(OCC(F)(F)F)nc56)(CC3)OC4)nc2N1. The result is 1 (blocker). (5) The compound is COc1cc(C=Cc2nc3cc(C(F)(F)F)ccc3c(=O)[nH]2)ccc1-n1cnc(C)c1. The result is 1 (blocker). (6) The compound is N#Cc1ccc(OCCN2CC3CN(CCNS(=O)(=O)c4ccc(F)cc4)CC(C2)O3)cc1. The result is 0 (non-blocker). (7) The drug is Cn1c(=O)cc(NC2CCN(Cc3ccc4c(c3)OCO4)CC2)c2cc(C(F)(F)F)ccc21. The result is 1 (blocker). (8) The compound is O=C(c1cc(F)cc(F)c1)N1CCN(c2ccc(OCCCN3CCCCCC3)cc2)C(=O)C1.O=CO. The result is 0 (non-blocker).